This data is from Experimentally validated miRNA-target interactions with 360,000+ pairs, plus equal number of negative samples. The task is: Binary Classification. Given a miRNA mature sequence and a target amino acid sequence, predict their likelihood of interaction. (1) The miRNA is hsa-miR-3126-5p with sequence UGAGGGACAGAUGCCAGAAGCA. The protein sequence of the target gene is MATPAGLERWVQDELHSVLGLSERHVAQFLIGTAQRCTSAEEFVQRLRDTDTLDLSGPARDFALRLWNKVPRKAVVEKPARAAEREARALLEKNRSYRLLEDSEESSEETVSRAGSSLQKKRKKRKHLRKKREEEEEEEASEKGKKKTGGSKQQTEKPESEDEWERTERERLQDLEERDAFAERVRQRDKDRTRNVLERSDKKAYEEAQKRLKMAEEDRKAMVPELRKKSRREYLAKREREKLEDLEAELADEEFLFGDVELSRHERQELKYKRRVRDLAREYRAAGEQEKLEATNRYHM.... Result: 0 (no interaction). (2) The miRNA is hsa-miR-8053 with sequence UGGCGAUUUUGGAACUCAAUGGCA. The protein sequence of the target gene is MASKKFAVKCGNFAVLVDLHILPQGSNKDTSWFSEQKKEEVCLLLKETIDSRVQEYLEVRKQHRPSNAEFTRSNPLSLKGYGFQITAYFLKRGIRLRCIRSTQNAELCVFPDRFVVCVSQLAFSRDLLASQNEDLTERVLHGVSDYFAECAESSLPPSAKLRRNALKEIVKRTETKSSVTSKSQTRRDTVETSSDSVIAEIARRRNDGQASSSPPSESMGQAKDSIKAAESHWGLPVQKLEKVNQTQPEDTSGQQKPHPGERLKTGLLSRSPVCSCESASPCPKQSPRVAKTQQKRRNCS.... Result: 0 (no interaction). (3) The miRNA is mmu-miR-201-5p with sequence UACUCAGUAAGGCAUUGUUCUU. The protein sequence of the target gene is MSAQSLPAATPPTLKPPRIIRPRPPSRHRAPHSPGPLHNGSSPKALPQISNDASASVCTSIFWEPPTASLKPPALLPPSVSRTSLDSQTSPDSPSSTPSPSPVSRRSISPEPAPCSPVPPPKPSGSSRTPLPSGPTPLQDGSASAPGTVRRLAGKFEWGAEGKAQSSDSLERCSQGSTEVNGEKETPEAALSGNGSQENGTPDAALACPPCCPCVCHVAKPGLELRWVPVGSSEDILRIPCRASPLRASRSRINPPVISHPPVVLTSYRSTAERKLLPPLKPPKPTKVRQDISTSEELPQ.... Result: 0 (no interaction).